Dataset: Full USPTO retrosynthesis dataset with 1.9M reactions from patents (1976-2016). Task: Predict the reactants needed to synthesize the given product. (1) Given the product [CH3:1][O:2][C:3]1[CH:4]=[C:5]([CH:48]=[CH:49][C:50]=1[O:51][CH3:52])[CH2:6][O:7][CH2:8][C@@H:9]([O:22][CH2:23]/[CH:24]=[C:25](/[CH3:47])\[CH2:26][CH2:27]/[CH:28]=[CH:29]/[C:30]([CH3:46])([CH3:45])[CH2:31][CH2:32][C:33](=[CH2:44])[CH2:34]/[CH:35]=[C:36](\[CH3:43])/[CH2:37][CH2:38][CH:39]=[C:40]([CH3:41])[CH3:42])[CH2:10][OH:11], predict the reactants needed to synthesize it. The reactants are: [CH3:1][O:2][C:3]1[CH:4]=[C:5]([CH:48]=[CH:49][C:50]=1[O:51][CH3:52])[CH2:6][O:7][CH2:8][C@@H:9]([O:22][CH2:23]/[CH:24]=[C:25](/[CH3:47])\[CH2:26][CH2:27]/[CH:28]=[CH:29]/[C:30]([CH3:46])([CH3:45])[CH2:31][CH2:32][C:33](=[CH2:44])[CH2:34]/[CH:35]=[C:36](\[CH3:43])/[CH2:37][CH2:38][CH:39]=[C:40]([CH3:42])[CH3:41])[CH2:10][O:11][Si](C(C)C)(C(C)C)C(C)C.[F-].C([N+](CCCC)(CCCC)CCCC)CCC. (2) Given the product [ClH:33].[Cl:33][C:2]1[C:11]2[C:6](=[CH:7][C:8]([O:29][CH3:30])=[C:9]([O:12][C@H:13]3[CH2:18][CH2:17][C@@H:16]([N:19]([C:21]([N:23]4[CH2:28][CH2:27][O:26][CH2:25][CH2:24]4)=[O:22])[CH3:20])[CH2:15][CH2:14]3)[CH:10]=2)[N:5]=[CH:4][N:3]=1, predict the reactants needed to synthesize it. The reactants are: O=[C:2]1[C:11]2[C:6](=[CH:7][C:8]([O:29][CH3:30])=[C:9]([O:12][C@H:13]3[CH2:18][CH2:17][C@@H:16]([N:19]([C:21]([N:23]4[CH2:28][CH2:27][O:26][CH2:25][CH2:24]4)=[O:22])[CH3:20])[CH2:15][CH2:14]3)[CH:10]=2)[N:5]=[CH:4][NH:3]1.S(Cl)([Cl:33])=O. (3) Given the product [ClH:22].[ClH:21].[CH3:1][O:2][C:3]1[CH:4]=[C:5]2[C:10](=[CH:11][C:12]=1[O:13][CH3:14])[C:9]([CH2:15][CH2:16][CH3:17])=[N:8][C:7]([OH:18])=[C:6]2[CH2:23][C:24]1[C:25]([NH:35][CH3:36])=[N:26][C:27]2[C:32]([CH:33]=1)=[CH:31][C:30]([CH3:34])=[CH:29][CH:28]=2, predict the reactants needed to synthesize it. The reactants are: [CH3:1][O:2][C:3]1[CH:4]=[C:5]2[C:10](=[CH:11][C:12]=1[O:13][CH3:14])[C:9]([CH2:15][CH2:16][CH3:17])=[N:8][C:7]([OH:18])=[CH:6]2.[OH-].[K+].[ClH:21].[Cl:22][CH2:23][C:24]1[C:25]([NH:35][CH3:36])=[N:26][C:27]2[C:32]([CH:33]=1)=[CH:31][C:30]([CH3:34])=[CH:29][CH:28]=2.Cl.CO. (4) Given the product [C:7]([S:8][C@H:34]1[CH2:37][C@H:36]([N:38]2[CH2:43][CH2:42][CH2:41][CH2:40][CH2:39]2)[CH2:35]1)([C:1]1[CH:2]=[CH:3][CH:4]=[CH:5][CH:6]=1)([C:9]1[CH:10]=[CH:11][CH:12]=[CH:13][CH:14]=1)[C:15]1[CH:16]=[CH:17][CH:18]=[CH:19][CH:20]=1, predict the reactants needed to synthesize it. The reactants are: [C:1]1([C:7]([C:15]2[CH:20]=[CH:19][CH:18]=[CH:17][CH:16]=2)([C:9]2[CH:14]=[CH:13][CH:12]=[CH:11][CH:10]=2)[SH:8])[CH:6]=[CH:5][CH:4]=[CH:3][CH:2]=1.[H-].[Na+].CC1C=CC(S(O[C@H:34]2[CH2:37][C@@H:36]([N:38]3[CH2:43][CH2:42][CH2:41][CH2:40][CH2:39]3)[CH2:35]2)(=O)=O)=CC=1.O. (5) Given the product [CH2:34]([O:30][C:29]([C:18]1[NH:8][C:9]2[C:14]([CH:19]=1)=[CH:13][CH:12]=[C:11]([F:15])[C:10]=2[CH3:16])=[O:32])[CH3:35], predict the reactants needed to synthesize it. The reactants are: C(OC(=O)/C(=N\[NH:8][C:9]1[CH:14]=[CH:13][CH:12]=[C:11]([F:15])[C:10]=1[CH3:16])/C)C.[C:18]1(C)C=CC(S(O)(=O)=O)=C[CH:19]=1.[C:29](=[O:32])(O)[O-:30].[Na+].[C:34]1(C)C=CC=C[CH:35]=1. (6) Given the product [NH:6]1[C:7]2[C:12](=[CH:11][CH:10]=[CH:9][CH:8]=2)[C:4]([CH2:3][C:2](=[O:23])[C:13]([OH:15])=[O:14])=[CH:5]1, predict the reactants needed to synthesize it. The reactants are: N[C@H:2]([C:13]([OH:15])=[O:14])[CH2:3][C:4]1[C:12]2[C:7](=[CH:8][CH:9]=[CH:10][CH:11]=2)[NH:6][CH:5]=1.N1C=CC=CC=1C=[O:23]. (7) Given the product [F:12][C:13]([F:23])([F:22])[O:14][C:8]1[CH:7]=[CH:6][C:5]([NH:1][CH:10]=[O:11])=[CH:4][CH:9]=1, predict the reactants needed to synthesize it. The reactants are: [N:1]1([CH:10]=[O:11])[C:5]2[CH:6]=[CH:7][CH:8]=[CH:9][C:4]=2N=N1.[F:12][C:13]([F:23])([F:22])[O:14]C1C=CC(N)=CC=1.